This data is from Forward reaction prediction with 1.9M reactions from USPTO patents (1976-2016). The task is: Predict the product of the given reaction. Given the reactants CCN=C=NCCCN(C)C.Cl.[NH:13]1[C:21]2[C:16](=[CH:17][CH:18]=[CH:19][C:20]=2[C:22]([OH:24])=O)[CH:15]=[CH:14]1.[C:25]([C:29]1[CH:30]=[CH:31][C:32]([CH2:36][NH:37][CH2:38][CH2:39][C:40]2[CH:45]=[CH:44][C:43]([F:46])=[CH:42][CH:41]=2)=[C:33]([OH:35])[CH:34]=1)([CH3:28])([CH3:27])[CH3:26], predict the reaction product. The product is: [C:25]([C:29]1[CH:30]=[CH:31][C:32]([CH2:36][N:37]([CH2:38][CH2:39][C:40]2[CH:41]=[CH:42][C:43]([F:46])=[CH:44][CH:45]=2)[C:22]([C:20]2[CH:19]=[CH:18][CH:17]=[C:16]3[C:21]=2[NH:13][CH:14]=[CH:15]3)=[O:24])=[C:33]([OH:35])[CH:34]=1)([CH3:28])([CH3:26])[CH3:27].